Dataset: Peptide-MHC class I binding affinity with 185,985 pairs from IEDB/IMGT. Task: Regression. Given a peptide amino acid sequence and an MHC pseudo amino acid sequence, predict their binding affinity value. This is MHC class I binding data. (1) The peptide sequence is FATPAFFLI. The MHC is HLA-B27:03 with pseudo-sequence HLA-B27:03. The binding affinity (normalized) is 0.0847. (2) The peptide sequence is FVGLALLTL. The MHC is Patr-A0901 with pseudo-sequence Patr-A0901. The binding affinity (normalized) is 0. (3) The peptide sequence is SMHFYGWSL. The MHC is HLA-A02:06 with pseudo-sequence HLA-A02:06. The binding affinity (normalized) is 0.372. (4) The peptide sequence is LPCRIKQII. The MHC is HLA-A23:01 with pseudo-sequence HLA-A23:01. The binding affinity (normalized) is 0. (5) The peptide sequence is YPGIKVRQL. The MHC is HLA-A30:02 with pseudo-sequence HLA-A30:02. The binding affinity (normalized) is 0. (6) The peptide sequence is SMSQELAELL. The MHC is HLA-A02:02 with pseudo-sequence HLA-A02:02. The binding affinity (normalized) is 0.832.